The task is: Predict the reactants needed to synthesize the given product.. This data is from Full USPTO retrosynthesis dataset with 1.9M reactions from patents (1976-2016). Given the product [Cl:28][C:20]1[C:21]([O:23][C:24]([F:25])([F:26])[F:27])=[CH:22][C:16]2[S:15][C:37]3[C:36]4[NH:35][C:34](=[O:41])[N:33]=[CH:32][C:31]=4[C:30]([CH3:42])([CH3:29])[CH2:39][C:38]=3[NH:18][C:17]=2[CH:19]=1, predict the reactants needed to synthesize it. The reactants are: [NH2:18][C:17]1[CH:19]=[C:20]([Cl:28])[C:21]([O:23][C:24]([F:27])([F:25])[F:26])=[CH:22][C:16]=1[S:15][S:15][C:16]1[CH:22]=[C:21]([O:23][C:24]([F:27])([F:26])[F:25])[C:20]([Cl:28])=[CH:19][C:17]=1[NH2:18].[CH3:29][C:30]1([CH3:42])[CH2:39][C:38](=O)[CH2:37][C:36]2[NH:35][C:34](=[O:41])[N:33]=[CH:32][C:31]1=2.